Task: Regression/Classification. Given a drug SMILES string, predict its absorption, distribution, metabolism, or excretion properties. Task type varies by dataset: regression for continuous measurements (e.g., permeability, clearance, half-life) or binary classification for categorical outcomes (e.g., BBB penetration, CYP inhibition). Dataset: cyp1a2_veith.. Dataset: CYP1A2 inhibition data for predicting drug metabolism from PubChem BioAssay (1) The drug is O=c1c(CCc2ccccc2)nc2cncnc2n1Cc1ccccc1. The result is 1 (inhibitor). (2) The compound is COc1ccc(C=O)cc1COc1ccc(C)cc1[N+](=O)[O-]. The result is 1 (inhibitor). (3) The molecule is Fc1ccc(-c2[nH]ncc2-c2nnnn2-c2ccccc2)c(F)c1. The result is 0 (non-inhibitor). (4) The molecule is Cn1c(=O)c(-c2ccccc2)nc2cnc(N3CCNCC3)nc21. The result is 1 (inhibitor). (5) The compound is CSCC[C@H](C=O)NC(=O)[C@H](CC(C)C)NC(=O)[C@H](CC(C)C)NC(C)=O. The result is 0 (non-inhibitor). (6) The molecule is O=C1c2ccccc2C(=O)N1c1ccc(Cc2ccc(N3C(=O)c4ccccc4C3=O)cc2)cc1. The result is 0 (non-inhibitor). (7) The molecule is CCC(=O)Nc1ccc2c(c1)C(=O)c1ccccc1C2=O. The result is 1 (inhibitor). (8) The molecule is COC(=O)Cn1c(C(=O)N2CCCC2)cc2c1C[C@H]1CN(C(=O)c3ccccc3)[C@@](Cc3ccccc3)(C(=O)OC)[C@@H]21. The result is 0 (non-inhibitor). (9) The compound is Cc1ccccc1C(=O)c1c[nH]c(C(=O)NCC2CCCO2)c1. The result is 1 (inhibitor). (10) The molecule is CC(C)COP(=O)(OCC(C)C)C(O)c1ccccc1F. The result is 0 (non-inhibitor).